From a dataset of Forward reaction prediction with 1.9M reactions from USPTO patents (1976-2016). Predict the product of the given reaction. Given the reactants [C:1]([O:5][C:6]([N:8]1[C@@H:12]([CH2:13][CH:14]2[CH2:19][CH:18]=[CH:17][CH2:16][O:15]2)[CH2:11][O:10]C1(C)C)=[O:7])([CH3:4])([CH3:3])[CH3:2].CO.O.C1(C)C=CC(S(O)(=O)=O)=CC=1, predict the reaction product. The product is: [C:1]([O:5][C:6](=[O:7])[NH:8][C@@H:12]([CH2:13][CH:14]1[CH2:19][CH2:18][CH2:17][CH2:16][O:15]1)[CH2:11][OH:10])([CH3:4])([CH3:2])[CH3:3].